Predict the product of the given reaction. From a dataset of Forward reaction prediction with 1.9M reactions from USPTO patents (1976-2016). (1) Given the reactants [I:1][C:2]1[CH:3]=[C:4]([CH:8]=[CH:9][C:10]=1[CH3:11])[C:5](O)=[O:6].[I:1][C:2]1[CH:3]=[C:4]([CH:8]=[CH:9][C:10]=1[CH3:11])[C:5](NC)=[O:6].S(Cl)([Cl:26])=O.CN(C=O)C, predict the reaction product. The product is: [I:1][C:2]1[CH:3]=[C:4]([CH:8]=[CH:9][C:10]=1[CH3:11])[C:5]([Cl:26])=[O:6]. (2) Given the reactants [S:1]1[CH:5]=[CH:4][C:3]([C:6]([OH:8])=O)=[CH:2]1.[CH2:9]([NH:11][CH2:12][C:13]([CH2:19][NH:20][C:21]1[CH:29]=[C:28]([CH3:30])[CH:27]=[C:26]2[C:22]=1[CH:23]=[N:24][N:25]2[C:31]1[CH:36]=[CH:35][CH:34]=[CH:33][CH:32]=1)([OH:18])[C:14]([F:17])([F:16])[F:15])[CH3:10], predict the reaction product. The product is: [CH2:9]([N:11]([CH2:12][C:13]([OH:18])([CH2:19][NH:20][C:21]1[CH:29]=[C:28]([CH3:30])[CH:27]=[C:26]2[C:22]=1[CH:23]=[N:24][N:25]2[C:31]1[CH:36]=[CH:35][CH:34]=[CH:33][CH:32]=1)[C:14]([F:17])([F:16])[F:15])[C:6]([C:3]1[CH:4]=[CH:5][S:1][CH:2]=1)=[O:8])[CH3:10]. (3) Given the reactants [CH3:1][O:2][C:3](=[O:15])[C:4](=O)[CH:5](Cl)[C:6]1[CH:11]=[CH:10][C:9]([F:12])=[CH:8][CH:7]=1.[NH2:16][C:17]([NH2:19])=[S:18], predict the reaction product. The product is: [CH3:1][O:2][C:3]([C:4]1[N:16]=[C:17]([NH2:19])[S:18][C:5]=1[C:6]1[CH:11]=[CH:10][C:9]([F:12])=[CH:8][CH:7]=1)=[O:15]. (4) The product is: [CH2:17]([N:8]1[C:9](=[O:16])[C:10]2[C:15](=[CH:14][CH:13]=[CH:12][CH:11]=2)[CH:7]1[O:6][CH2:5][C:4]([OH:24])=[O:3])[C:18]1[CH:19]=[CH:20][CH:21]=[CH:22][CH:23]=1. Given the reactants C([O:3][C:4](=[O:24])[CH2:5][O:6][CH:7]1[C:15]2[C:10](=[CH:11][CH:12]=[CH:13][CH:14]=2)[C:9](=[O:16])[N:8]1[CH2:17][C:18]1[CH:23]=[CH:22][CH:21]=[CH:20][CH:19]=1)C.C(=O)([O-])[O-].[K+].[K+].Cl, predict the reaction product.